This data is from Experimentally validated miRNA-target interactions with 360,000+ pairs, plus equal number of negative samples. The task is: Binary Classification. Given a miRNA mature sequence and a target amino acid sequence, predict their likelihood of interaction. (1) The miRNA is hsa-miR-5581-5p with sequence AGCCUUCCAGGAGAAAUGGAGA. Result: 0 (no interaction). The protein sequence of the target gene is MGAQDRPQCHFDIEINREPVGRIMFQLFSDICPKTCKNFLCLCSGEKGLGKTTGKKLCYKGSTFHRVVKNFMIQGGDFSEGNGKGGESIYGGYFKDENFILKHDRAFLLSMANRGKHTNGSQFFITTKPAPHLDGVHVVFGLVISGFEVIEQIENLKTDAASRPYADVRVIDCGVLATKSIKDVFEKKRKKPTHSEGSDSSSNSSSSSESSSESELEHERSRRRKHKRRPKVKRSKKRRKEASSSEEPRNKHAMNPKGHSERSDTNEKRSVDSSAKREKPVVRPEEIPPVPENRFLLRRD.... (2) The miRNA is rno-miR-132-3p with sequence UAACAGUCUACAGCCAUGGUCG. The protein sequence of the target gene is MCYVKCARYIGYSLVWAAVFCIVANALLYFPNGETKYATEDHLSRFVWYFAGIVGGGLLMLLPAFVFIGMDEEDCCGCCGYENYGKRCSMLSSVLAALIGIVGSAYCVIVASLGLAEGPKCSDAHGVWNYTFASTEGQYLLNSSMWSKCYEPKHIVEWHVTLFSILLAFAAVEFILCLIQVINGMLGGLCGYCCSRQQQYNC. Result: 0 (no interaction). (3) The miRNA is hsa-miR-3194-3p with sequence AGCUCUGCUGCUCACUGGCAGU. The protein sequence of the target gene is MAPLLGRKPFPLVKPLPGEEPLFTIPHTQEAFRTREEYEARLERYSERIWTCKSTGSSQLTHKEAWEEEQEVAELLKEEFPNWYEKLVLEMVHHNTASLEKLVDSAWLEIMTKYAVGEECDFEVGKEKMLKVKIVKIHPLEKVDEEAVEKKSDGACDSPSSDKENSSQMAQDLQKKETVVKEDEGRRESINDRARRSPRKLPTSLKKGERKWAPPKFLPHKYDVKLQNEDKIISNVPADSLIRTERPPNKEILRYFIRHNALRAGTGENAPWVVEDELVKKYSLPSKFSDFLLDPYKYMT.... Result: 0 (no interaction). (4) The miRNA is hsa-miR-6753-5p with sequence CACCAGGGCAGAGCAGGGCUGA. The protein sequence of the target gene is MAGCVARRALAVGSRWWSRSLATTRGSRPLCAVGGAGGLPPVATATTRRHLSSRNRAEGKVLETVGVFEVPKQNGKYETGQLFLHSVFGYRGVVLFPWQARLYDRDVASATPEKAENPAGHGSKEVKGKTHTYYQVLIDARDCPHISQRSQTEAVTFLANHDDSRALYAIPGLDYVSHEDILPYTSTDQVPIQHELFERFLLYDQTKAPPFVARETLRAWQEKNHPWLELSDVHRETTENIRVTVIPFYMGMREAQNSHVYWWRYCIRLENLDSDVVQLRERHWRIFSLSGTLETVRGRG.... Result: 0 (no interaction). (5) The miRNA is hsa-miR-8485 with sequence CACACACACACACACACGUAU. The protein sequence of the target gene is MEFPEHGGRLLGRLRQQRELGFLCDCTVLVGDARFPAHRAVLAACSVYFHLFYRDRPAGSRDTVRLNGDIVTAPAFGRLLDFMYEGRLDLRSLPVEDVLAAASYLHMYDIVKVCKGRLQEKDRSLDPGNPAPGAEPAQPPCPWPVWTADLCPAARKAKLPPFGVKAALPPRASGPPPCQVPEESDQALDLSLKSGPRQERVHPPCVLQTPLCSQRQPGAQPLVKDERDSLSEQEESSSSRSPHSPPKPPPVPAAKGLVVGLQPLPLSGEGSRELELGAGRLASEDELGPGGPLCICPLCS.... Result: 1 (interaction). (6) The miRNA is hsa-miR-548x-3p with sequence UAAAAACUGCAAUUACUUUC. The protein sequence of the target gene is MGCLLFLLLWALLQAWGSAEVPQRLFPLRCLQISSFANSSWTRTDGLAWLGELQTHSWSNDSDTVRSLKPWSQGTFSDQQWETLQHIFRVYRSSFTRDVKEFAKMLRLSYPLELQVSAGCEVHPGNASNNFFHVAFQGKDILSFQGTSWEPTQEAPLWVNLAIQVLNQDKWTRETVQWLLNGTCPQFVSGLLESGKSELKKQVKPKAWLSRGPSPGPGRLLLVCHVSGFYPKPVWVKWMRGEQEQQGTQPGDILPNADETWYLRATLDVVAGEAAGLSCRVKHSSLEGQDIVLYWGGSYT.... Result: 1 (interaction). (7) The protein sequence of the target gene is MDDDAAPRVEGVPVAVHKHALHDGLRQVAGPGAAAAHLPRWPPPQLAASRREAPPLSQRPHRTQGAGSPPETNEKLTNPQVKEK. Result: 0 (no interaction). The miRNA is mmu-miR-92a-3p with sequence UAUUGCACUUGUCCCGGCCUG. (8) The miRNA is mmu-miR-466l-5p with sequence UUGUGUGUACAUGUACAUGUAU. The protein sequence of the target gene is MDIENEQTLNVNPTDPDNLSDSLFSGDEENAGTEEIKNEINGNWISASTINEARINAKAKRRLRKNSSRDSGRGDSVSDNGSEAVRSGVAVPTSPKGRLLDRRSRSGKGRGLPKKGGAGGKGVWGTPGQVYDVEEVDVKDPNYDDDQENCVYETVVLPLDETAFEKTLTPIIQEYFEHGDTNEVAEMLRDLNLGEMKSGVPVLAVSLALEGKASHREMTSKLLSDLCGTVMSTNDVEKSFDKLLKDLPELALDTPRAPQLVGQFIARAVGDGILCNTYIDSYKGTVDCVQARAALDKATV.... Result: 1 (interaction).